From a dataset of CYP2C9 inhibition data for predicting drug metabolism from PubChem BioAssay. Regression/Classification. Given a drug SMILES string, predict its absorption, distribution, metabolism, or excretion properties. Task type varies by dataset: regression for continuous measurements (e.g., permeability, clearance, half-life) or binary classification for categorical outcomes (e.g., BBB penetration, CYP inhibition). Dataset: cyp2c9_veith. (1) The molecule is c1cn(-c2ccnc(-c3ccc4c(c3)OCO4)n2)cn1. The result is 0 (non-inhibitor). (2) The compound is Cn1ccnc1Sc1ccc(/C=N/NC(=O)c2ccccc2[N+](=O)[O-])cc1[N+](=O)[O-]. The result is 1 (inhibitor). (3) The drug is CC12c3ccccc3C(c3ccccc31)C1C(=O)N(Cc3cccnc3)C(=O)C12. The result is 1 (inhibitor). (4) The compound is Cc1n[nH]c(=S)c2nn(-c3ccccc3)c(C)c12. The result is 0 (non-inhibitor). (5) The drug is O=C(Nc1cc(Sc2ccccn2)cc([N+](=O)[O-])c1)c1ccc(Cl)cc1. The result is 1 (inhibitor). (6) The compound is COc1ccc(/C=N/n2c(-c3cccs3)n[nH]c2=S)cc1. The result is 1 (inhibitor). (7) The result is 0 (non-inhibitor). The compound is COc1ccc(NC(=O)N2CC3(CCN(C(=O)c4cccc(F)c4)CC3)C2)cc1.